From a dataset of NCI-60 drug combinations with 297,098 pairs across 59 cell lines. Regression. Given two drug SMILES strings and cell line genomic features, predict the synergy score measuring deviation from expected non-interaction effect. (1) Drug 1: CC(C1=C(C=CC(=C1Cl)F)Cl)OC2=C(N=CC(=C2)C3=CN(N=C3)C4CCNCC4)N. Drug 2: CN(C(=O)NC(C=O)C(C(C(CO)O)O)O)N=O. Cell line: SR. Synergy scores: CSS=80.3, Synergy_ZIP=5.96, Synergy_Bliss=5.02, Synergy_Loewe=0.0121, Synergy_HSA=4.93. (2) Drug 1: COCCOC1=C(C=C2C(=C1)C(=NC=N2)NC3=CC=CC(=C3)C#C)OCCOC. Drug 2: CCC1=C2CN3C(=CC4=C(C3=O)COC(=O)C4(CC)O)C2=NC5=C1C=C(C=C5)O. Cell line: SK-OV-3. Synergy scores: CSS=69.4, Synergy_ZIP=7.23, Synergy_Bliss=8.54, Synergy_Loewe=8.73, Synergy_HSA=10.5. (3) Drug 1: CN1CCC(CC1)COC2=C(C=C3C(=C2)N=CN=C3NC4=C(C=C(C=C4)Br)F)OC. Drug 2: CCN(CC)CCCC(C)NC1=C2C=C(C=CC2=NC3=C1C=CC(=C3)Cl)OC. Cell line: UACC-257. Synergy scores: CSS=40.0, Synergy_ZIP=10.4, Synergy_Bliss=14.8, Synergy_Loewe=13.9, Synergy_HSA=14.1. (4) Drug 1: C1=CN(C(=O)N=C1N)C2C(C(C(O2)CO)O)O.Cl. Drug 2: B(C(CC(C)C)NC(=O)C(CC1=CC=CC=C1)NC(=O)C2=NC=CN=C2)(O)O. Cell line: SF-268. Synergy scores: CSS=21.1, Synergy_ZIP=-3.59, Synergy_Bliss=-3.07, Synergy_Loewe=-19.1, Synergy_HSA=-1.81. (5) Drug 1: CC1OCC2C(O1)C(C(C(O2)OC3C4COC(=O)C4C(C5=CC6=C(C=C35)OCO6)C7=CC(=C(C(=C7)OC)O)OC)O)O. Drug 2: CCCCCOC(=O)NC1=NC(=O)N(C=C1F)C2C(C(C(O2)C)O)O. Cell line: HCT116. Synergy scores: CSS=55.7, Synergy_ZIP=-1.71, Synergy_Bliss=-0.117, Synergy_Loewe=-37.1, Synergy_HSA=0.0829. (6) Synergy scores: CSS=24.3, Synergy_ZIP=-9.85, Synergy_Bliss=-2.57, Synergy_Loewe=-1.13, Synergy_HSA=-0.315. Drug 2: CCN(CC)CCCC(C)NC1=C2C=C(C=CC2=NC3=C1C=CC(=C3)Cl)OC. Cell line: SNB-75. Drug 1: COC1=CC(=CC(=C1O)OC)C2C3C(COC3=O)C(C4=CC5=C(C=C24)OCO5)OC6C(C(C7C(O6)COC(O7)C8=CC=CS8)O)O. (7) Drug 1: CC1C(C(CC(O1)OC2CC(CC3=C2C(=C4C(=C3O)C(=O)C5=C(C4=O)C(=CC=C5)OC)O)(C(=O)CO)O)N)O.Cl. Drug 2: CC1=C(C(=O)C2=C(C1=O)N3CC4C(C3(C2COC(=O)N)OC)N4)N. Cell line: HOP-62. Synergy scores: CSS=47.7, Synergy_ZIP=6.67, Synergy_Bliss=6.58, Synergy_Loewe=-15.0, Synergy_HSA=6.24. (8) Drug 1: CNC(=O)C1=CC=CC=C1SC2=CC3=C(C=C2)C(=NN3)C=CC4=CC=CC=N4. Drug 2: CC1=C(C(=CC=C1)Cl)NC(=O)C2=CN=C(S2)NC3=CC(=NC(=N3)C)N4CCN(CC4)CCO. Cell line: OVCAR-8. Synergy scores: CSS=6.12, Synergy_ZIP=6.68, Synergy_Bliss=9.77, Synergy_Loewe=4.69, Synergy_HSA=8.49. (9) Drug 1: COC1=C(C=C2C(=C1)N=CN=C2NC3=CC(=C(C=C3)F)Cl)OCCCN4CCOCC4. Drug 2: CC1=C(C=C(C=C1)NC(=O)C2=CC=C(C=C2)CN3CCN(CC3)C)NC4=NC=CC(=N4)C5=CN=CC=C5. Cell line: HOP-92. Synergy scores: CSS=26.6, Synergy_ZIP=-6.98, Synergy_Bliss=3.06, Synergy_Loewe=2.38, Synergy_HSA=4.37. (10) Drug 1: CC1C(C(CC(O1)OC2CC(OC(C2O)C)OC3=CC4=CC5=C(C(=O)C(C(C5)C(C(=O)C(C(C)O)O)OC)OC6CC(C(C(O6)C)O)OC7CC(C(C(O7)C)O)OC8CC(C(C(O8)C)O)(C)O)C(=C4C(=C3C)O)O)O)O. Drug 2: CCCCCOC(=O)NC1=NC(=O)N(C=C1F)C2C(C(C(O2)C)O)O. Cell line: K-562. Synergy scores: CSS=57.6, Synergy_ZIP=3.27, Synergy_Bliss=-3.93, Synergy_Loewe=-23.3, Synergy_HSA=-1.83.